Dataset: Reaction yield outcomes from USPTO patents with 853,638 reactions. Task: Predict the reaction yield, written as a fraction of the theoretical maximum amount of product (1.0 means a 100% yield; for example, 0.34 means a 34% yield). (1) The reactants are [N:1]1[CH:6]=[CH:5][CH:4]=[C:3]([C:7]2[CH:12]=[CH:11][CH:10]=[CH:9][C:8]=2[OH:13])[CH:2]=1.Br[CH2:15][C:16]([O:18][CH3:19])=[O:17].C(=O)([O-])[O-].[K+].[K+]. The catalyst is C(#N)C. The product is [N:1]1[CH:6]=[CH:5][CH:4]=[C:3]([C:7]2[CH:12]=[CH:11][CH:10]=[CH:9][C:8]=2[O:13][CH2:15][C:16]([O:18][CH3:19])=[O:17])[CH:2]=1. The yield is 1.00. (2) The reactants are [Br:1][C:2]1[CH:3]=[C:4]2[C:8](=[CH:9][CH:10]=1)[NH:7][C:6](=[O:11])[CH2:5]2.[N:12]1[CH:17]=[CH:16][C:15]([CH2:18][NH:19][C:20]([C:22]2[C:26]([CH3:27])=[C:25]([CH:28]=O)[NH:24][C:23]=2[CH3:30])=[O:21])=[CH:14][CH:13]=1. No catalyst specified. The product is [N:12]1[CH:13]=[CH:14][C:15]([CH2:18][NH:19][C:20]([C:22]2[C:26]([CH3:27])=[C:25]([CH:28]=[C:5]3[C:4]4[C:8](=[CH:9][CH:10]=[C:2]([Br:1])[CH:3]=4)[NH:7][C:6]3=[O:11])[NH:24][C:23]=2[CH3:30])=[O:21])=[CH:16][CH:17]=1. The yield is 0.0400. (3) The reactants are [CH3:1][O:2][C:3]1[CH:8]=[CH:7][C:6]([C:9]2[N:10]=[C:11]([CH3:14])[O:12][CH:13]=2)=[CH:5][CH:4]=1.[Br:15]Br. The catalyst is C(Cl)(Cl)(Cl)Cl. The product is [Br:15][C:13]1[O:12][C:11]([CH3:14])=[N:10][C:9]=1[C:6]1[CH:7]=[CH:8][C:3]([O:2][CH3:1])=[CH:4][CH:5]=1. The yield is 0.800. (4) The reactants are F[C:2]1[CH:7]=[CH:6][C:5]([CH:8]([O:10][CH3:11])[CH3:9])=[CH:4][C:3]=1[N+:12]([O-:14])=[O:13].[NH4+:15].[OH-].CCOC(C)=O.O. The catalyst is C1COCC1. The product is [CH3:11][O:10][CH:8]([C:5]1[CH:6]=[CH:7][C:2]([NH2:15])=[C:3]([N+:12]([O-:14])=[O:13])[CH:4]=1)[CH3:9]. The yield is 0.440.